Dataset: Reaction yield outcomes from USPTO patents with 853,638 reactions. Task: Predict the reaction yield, written as a fraction of the theoretical maximum amount of product (1.0 means a 100% yield; for example, 0.34 means a 34% yield). (1) The reactants are Cl.[NH2:2][C:3]1[N:8]=[CH:7][N:6]=[C:5]([OH:9])[C:4]=1[CH2:10][CH:11](OCC)OCC. The catalyst is O. The product is [N:8]1[C:3]2[NH:2][CH:11]=[CH:10][C:4]=2[C:5]([OH:9])=[N:6][CH:7]=1. The yield is 0.900. (2) The catalyst is ClCCl.C([O-])([O-])=O.[K+].[K+]. The product is [F:1][C:2]1[CH:9]=[C:8]([N:10]2[CH:14]=[CH:13][CH:12]=[N:11]2)[CH:7]=[CH:6][C:3]=1[CH:4]=[CH:21][CH:17]=[O:16]. The reactants are [F:1][C:2]1[CH:9]=[C:8]([N:10]2[CH:14]=[CH:13][CH:12]=[N:11]2)[CH:7]=[CH:6][C:3]=1[CH:4]=O.[Br-].[O:16]1CCO[CH:17]1[CH2:21][P+](C1C=CC=CC=1)(C1C=CC=CC=1)C1C=CC=CC=1.COCCOCCN(CCOCCOC)CCOCCOC. The yield is 0.700. (3) The reactants are [C:1](Cl)(=[O:4])[CH:2]=[CH2:3].[NH2:6][C:7]1[C:8]([N:34]2[CH2:38][CH2:37][C@@H:36]([N:39]([CH3:41])[CH3:40])[CH2:35]2)=[CH:9][C:10]([O:32][CH3:33])=[C:11]([NH:13][C:14]2[N:19]=[C:18]([C:20]3[C:28]4[C:23](=[CH:24][CH:25]=[CH:26][CH:27]=4)[N:22]([CH3:29])[CH:21]=3)[C:17]([C:30]#[N:31])=[CH:16][N:15]=2)[CH:12]=1.CCN(C(C)C)C(C)C. The catalyst is C1COCC1.O.C(Cl)Cl.C(OCC)C. The product is [C:30]([C:17]1[C:18]([C:20]2[C:28]3[C:23](=[CH:24][CH:25]=[CH:26][CH:27]=3)[N:22]([CH3:29])[CH:21]=2)=[N:19][C:14]([NH:13][C:11]2[C:10]([O:32][CH3:33])=[CH:9][C:8]([N:34]3[CH2:38][CH2:37][C@@H:36]([N:39]([CH3:40])[CH3:41])[CH2:35]3)=[C:7]([NH:6][C:1](=[O:4])[CH:2]=[CH2:3])[CH:12]=2)=[N:15][CH:16]=1)#[N:31]. The yield is 0.460. (4) The reactants are C([O:4][CH2:5][CH2:6][C:7]1[CH:12]=[CH:11][C:10]([N:13]2[C:18]([NH2:19])=[C:17]([C:20](=[O:29])[C:21]3[CH:26]=[CH:25][C:24]([F:27])=[CH:23][C:22]=3[F:28])[CH:16]=[CH:15][C:14]2=[O:30])=[CH:9][CH:8]=1)(=O)C. The catalyst is Cl. The product is [NH2:19][C:18]1[N:13]([C:10]2[CH:11]=[CH:12][C:7]([CH2:6][CH2:5][OH:4])=[CH:8][CH:9]=2)[C:14](=[O:30])[CH:15]=[CH:16][C:17]=1[C:20](=[O:29])[C:21]1[CH:26]=[CH:25][C:24]([F:27])=[CH:23][C:22]=1[F:28]. The yield is 0.960. (5) The reactants are [CH3:1][CH:2]([CH2:5][CH3:6])[CH2:3][OH:4].Cl[C:8]1[N:9]=[C:10]([OH:18])[C:11]2[CH:17]=[CH:16][N:15]=[CH:14][C:12]=2[N:13]=1. No catalyst specified. The product is [CH3:1][CH:2]([CH2:5][CH3:6])[CH2:3][O:4][C:8]1[N:9]=[C:10]([OH:18])[C:11]2[CH:17]=[CH:16][N:15]=[CH:14][C:12]=2[N:13]=1. The yield is 0.710.